This data is from Full USPTO retrosynthesis dataset with 1.9M reactions from patents (1976-2016). The task is: Predict the reactants needed to synthesize the given product. (1) Given the product [F:1][C:2]1[CH:3]=[CH:4][C:5]([C:8]2[C:12]([C:13]3[N:14]=[CH:15][N:16]([C:18]4[CH:26]=[CH:25][C:21]([C:22]([NH2:34])=[O:23])=[CH:20][CH:19]=4)[CH:17]=3)=[C:11]([C:27]([F:28])([F:29])[F:30])[O:10][N:9]=2)=[CH:6][CH:7]=1, predict the reactants needed to synthesize it. The reactants are: [F:1][C:2]1[CH:7]=[CH:6][C:5]([C:8]2[C:12]([C:13]3[N:14]=[CH:15][N:16]([C:18]4[CH:26]=[CH:25][C:21]([C:22](O)=[O:23])=[CH:20][CH:19]=4)[CH:17]=3)=[C:11]([C:27]([F:30])([F:29])[F:28])[O:10][N:9]=2)=[CH:4][CH:3]=1.Cl.C([N:34]=C=NCCCN(C)C)C.ON1C2C=CC=CC=2N=N1.[Cl-].[NH4+].C(N(CC)C(C)C)(C)C. (2) Given the product [OH:1][CH:2]1[CH2:3][CH2:4][N:5]([C:8]2[CH:9]=[CH:10][C:11]([N:14]3[CH2:18][C@H:17]([CH2:19][NH:20][C:21](=[O:23])[CH3:22])[O:16][C:15]3=[O:24])=[CH:12][CH:13]=2)[CH2:6][CH2:7]1, predict the reactants needed to synthesize it. The reactants are: [O:1]=[C:2]1[CH2:7][CH2:6][N:5]([C:8]2[CH:13]=[CH:12][C:11]([N:14]3[CH2:18][C@H:17]([CH2:19][NH:20][C:21](=[O:23])[CH3:22])[O:16][C:15]3=[O:24])=[CH:10][CH:9]=2)[CH2:4][CH2:3]1.[BH4-].[Na+]. (3) Given the product [Cl:1][C:2]([F:11])([F:12])[O:3][C:4]1[CH:10]=[CH:9][C:7]([NH:8][C:53](=[O:54])[C:52]2[CH:56]=[C:57]([C:58]3[NH:62][N:61]=[CH:60][CH:59]=3)[C:49]([N:46]3[CH2:47][CH2:48][C@@H:44]([OH:43])[CH2:45]3)=[N:50][CH:51]=2)=[CH:6][CH:5]=1, predict the reactants needed to synthesize it. The reactants are: [Cl:1][C:2]([F:12])([F:11])[O:3][C:4]1[CH:10]=[CH:9][C:7]([NH2:8])=[CH:6][CH:5]=1.CN1CCOCC1.O.OC1C2N=NNC=2C=CC=1.Cl.C(N=C=NCCCN(C)C)C.[OH:43][C@@H:44]1[CH2:48][CH2:47][N:46]([C:49]2[C:57]([C:58]3[N:62](C4CCCCO4)[N:61]=[CH:60][CH:59]=3)=[CH:56][C:52]([C:53](O)=[O:54])=[CH:51][N:50]=2)[CH2:45]1.CCN=C=NCCCN(C)C. (4) The reactants are: [N:1]1([C:7]([O-:9])=[O:8])[CH2:5][CH2:4][CH2:3][C:2]1=[O:6].[Na+].Cl.[Cl-].[Zn+2:13].[Cl-]. Given the product [OH2:6].[OH2:6].[N:1]1([C:7]([O-:9])=[O:8])[CH2:5][CH2:4][CH2:3][C:2]1=[O:6].[Zn+2:13].[N:1]1([C:7]([O-:9])=[O:8])[CH2:5][CH2:4][CH2:3][C:2]1=[O:6], predict the reactants needed to synthesize it.